This data is from Catalyst prediction with 721,799 reactions and 888 catalyst types from USPTO. The task is: Predict which catalyst facilitates the given reaction. (1) Reactant: [NH2:1][C:2]1[S:3][C:4]([C:14]([O:16][CH2:17][CH3:18])=[O:15])=[C:5]([C:7]([F:13])([F:12])[C:8]([F:11])([F:10])[F:9])[N:6]=1.[F:19][C:20]([F:35])([F:34])[C:21]1[CH:22]=[C:23]([CH:27]=[C:28]([C:30]([F:33])([F:32])[F:31])[CH:29]=1)[C:24](Cl)=[O:25].Cl. Product: [CH2:17]([O:16][C:14]([C:4]1[S:3][C:2]([NH:1][C:24](=[O:25])[C:23]2[CH:27]=[C:28]([C:30]([F:31])([F:32])[F:33])[CH:29]=[C:21]([C:20]([F:19])([F:34])[F:35])[CH:22]=2)=[N:6][C:5]=1[C:7]([F:13])([F:12])[C:8]([F:9])([F:10])[F:11])=[O:15])[CH3:18]. The catalyst class is: 17. (2) Reactant: CC1(C)O[C:6](=[O:8])[CH:5]([C:9](=[O:20])[CH2:10][C:11]2[CH:16]=[C:15]([F:17])[C:14]([F:18])=[CH:13][C:12]=2[F:19])C(=O)O1.CCN(C(C)C)C(C)C.[F:32][C:33]([F:44])([F:43])[CH2:34][CH:35]1[NH:41][CH2:40][CH2:39][CH2:38][NH:37][C:36]1=[O:42]. Product: [O:20]=[C:9]([CH2:10][C:11]1[CH:16]=[C:15]([F:17])[C:14]([F:18])=[CH:13][C:12]=1[F:19])[CH2:5][C:6]([N:41]1[CH2:40][CH2:39][CH2:38][NH:37][C:36](=[O:42])[CH:35]1[CH2:34][C:33]([F:43])([F:44])[F:32])=[O:8]. The catalyst class is: 23. (3) Reactant: [O:1]1[C:5]2([CH2:10][CH2:9][CH:8]([CH:11]3[NH:15][C:14](=[O:16])[CH:13]=[CH:12]3)[CH2:7][CH2:6]2)[O:4][CH2:3][CH2:2]1. Product: [O:1]1[C:5]2([CH2:6][CH2:7][CH:8]([CH:11]3[NH:15][C:14](=[O:16])[CH2:13][CH2:12]3)[CH2:9][CH2:10]2)[O:4][CH2:3][CH2:2]1. The catalyst class is: 43. (4) Reactant: [CH3:1][C:2]1[CH:3]=[C:4]2[C:8](=[CH:9][CH:10]=1)[NH:7][CH2:6][CH2:5]2.O=[CH:12][C:13]1[CH:21]=[CH:20][C:17]([O:18][CH3:19])=[C:15]([OH:16])[CH:14]=1.C(O[BH-](OC(=O)C)OC(=O)C)(=O)C.[Na+]. Product: [CH3:19][O:18][C:17]1[CH:20]=[CH:21][C:13]([CH2:12][N:7]2[C:8]3[C:4](=[CH:3][C:2]([CH3:1])=[CH:10][CH:9]=3)[CH2:5][CH2:6]2)=[CH:14][C:15]=1[OH:16]. The catalyst class is: 4. (5) Reactant: [CH2:1]([N:8]1[CH2:12][C@:11]2([O:18]C)[C:13](=[O:17])[NH:14][C:15](=[O:16])[C@@H:10]2[CH2:9]1)[C:2]1[CH:7]=[CH:6][CH:5]=[CH:4][CH:3]=1.B(Br)(Br)Br. Product: [CH2:1]([N:8]1[CH2:12][C@:11]2([OH:18])[C:13](=[O:17])[NH:14][C:15](=[O:16])[C@@H:10]2[CH2:9]1)[C:2]1[CH:3]=[CH:4][CH:5]=[CH:6][CH:7]=1. The catalyst class is: 2.